Dataset: Full USPTO retrosynthesis dataset with 1.9M reactions from patents (1976-2016). Task: Predict the reactants needed to synthesize the given product. Given the product [F:10][C:9]([F:11])([F:12])[C:7]1[CH:6]=[C:5]([C@H:13]([O:15][C@@H:16]2[C@@H:23]([C:24]3[CH:29]=[CH:28][C:27]([F:30])=[CH:26][CH:25]=3)[C@H:22]3[N:18]([C:19](=[O:32])[C:20]([OH:31])([CH3:35])[CH2:21]3)[CH2:17]2)[CH3:14])[CH:4]=[C:3]([C:2]([F:1])([F:33])[F:34])[CH:8]=1, predict the reactants needed to synthesize it. The reactants are: [F:1][C:2]([F:34])([F:33])[C:3]1[CH:4]=[C:5]([C@H:13]([O:15][C@@H:16]2[C@@H:23]([C:24]3[CH:29]=[CH:28][C:27]([F:30])=[CH:26][CH:25]=3)[CH:22]3[N:18]([C:19](=[O:32])[C:20](=[O:31])[CH2:21]3)[CH2:17]2)[CH3:14])[CH:6]=[C:7]([C:9]([F:12])([F:11])[F:10])[CH:8]=1.[CH3:35][Mg]Br.